From a dataset of Forward reaction prediction with 1.9M reactions from USPTO patents (1976-2016). Predict the product of the given reaction. (1) Given the reactants [NH2:1][C:2]1[N:10]=[C:9]([C:11]#[N:12])[C:8]([N+:13]([O-])=O)=[CH:7][C:3]=1[C:4]([OH:6])=[O:5], predict the reaction product. The product is: [NH2:1][C:2]1[N:10]=[C:9]([C:11]#[N:12])[C:8]([NH2:13])=[CH:7][C:3]=1[C:4]([OH:6])=[O:5]. (2) The product is: [CH:31]([O:30][C:13]1[C:14]2[C:18](=[O:19])[N:17]([CH2:20][CH2:21][C:22]3[CH:23]=[CH:24][C:25]([F:28])=[CH:26][CH:27]=3)[C:16](=[O:29])[C:15]=2[C:6]([O:5][CH3:4])=[C:7]2[C:12]=1[N:11]=[CH:10][CH:9]=[CH:8]2)([C:32]1[CH:37]=[CH:36][CH:35]=[CH:34][CH:33]=1)[C:38]1[CH:43]=[CH:42][CH:41]=[CH:40][CH:39]=1. Given the reactants C(O[C:4](=O)[O:5][C:6]1[C:15]2[C:16](=[O:29])[N:17]([CH2:20][CH2:21][C:22]3[CH:27]=[CH:26][C:25]([F:28])=[CH:24][CH:23]=3)[C:18](=[O:19])[C:14]=2[C:13]([O:30][CH:31]([C:38]2[CH:43]=[CH:42][CH:41]=[CH:40][CH:39]=2)[C:32]2[CH:37]=[CH:36][CH:35]=[CH:34][CH:33]=2)=[C:12]2[C:7]=1[CH:8]=[CH:9][CH:10]=[N:11]2)C.O.C(=O)([O-])[O-].[K+].[K+].IC, predict the reaction product. (3) Given the reactants [H-].[Na+].[Cl:3][C:4]([Cl:9])([Cl:8])[CH:5]([OH:7])[CH3:6].Cl[C:11]1[CH:16]=[C:15](Cl)[N:14]=[CH:13][N:12]=1.[CH2:18]([OH:22])[C:19]#[C:20][CH3:21].[Cl-].[NH4+], predict the reaction product. The product is: [CH2:18]([O:22][C:11]1[CH:16]=[C:15]([O:7][CH:5]([CH3:6])[C:4]([Cl:9])([Cl:8])[Cl:3])[N:14]=[CH:13][N:12]=1)[C:19]#[C:20][CH3:21].